This data is from Reaction yield outcomes from USPTO patents with 853,638 reactions. The task is: Predict the reaction yield, written as a fraction of the theoretical maximum amount of product (1.0 means a 100% yield; for example, 0.34 means a 34% yield). (1) The reactants are [Br:1][C:2]1[S:6][C:5]([CH3:7])=[C:4]([CH2:8][C:9]2[CH:14]=[CH:13][C:12]([O:15]C)=[CH:11][CH:10]=2)[CH:3]=1.B(Br)(Br)Br.Cl. The catalyst is C(Cl)Cl. The product is [Br:1][C:2]1[S:6][C:5]([CH3:7])=[C:4]([CH2:8][C:9]2[CH:14]=[CH:13][C:12]([OH:15])=[CH:11][CH:10]=2)[CH:3]=1. The yield is 0.610. (2) The reactants are [CH3:1][O:2][C:3]1[CH:8]=[CH:7][C:6]([C:9]2C(=O)[C:12](=[O:15])[C:11]3([CH2:20][CH2:19][CH2:18][CH2:17][CH2:16]3)[N:10]=2)=[CH:5][CH:4]=1.[NH2:21][C@H:22]([CH2:26][OH:27])[CH:23]([CH3:25])[CH3:24].C(OCC)(=[O:30])C. No catalyst specified. The product is [CH3:1][O:2][C:3]1[CH:4]=[CH:5][C:6]([C:9]([NH:10][C:11]2([C:12]([NH:21][C@H:22]([CH2:26][OH:27])[CH:23]([CH3:25])[CH3:24])=[O:15])[CH2:16][CH2:17][CH2:18][CH2:19][CH2:20]2)=[O:30])=[CH:7][CH:8]=1. The yield is 0.667.